Dataset: Catalyst prediction with 721,799 reactions and 888 catalyst types from USPTO. Task: Predict which catalyst facilitates the given reaction. (1) Reactant: IC.[NH2:3][C:4]1[N:5]=[CH:6][C:7]([C:21]2[CH:26]=[CH:25][N:24]=[C:23]([C:27]3([C:33]#[N:34])[CH2:32][CH2:31][CH2:30][NH:29][CH2:28]3)[CH:22]=2)=[N:8][C:9]=1[C:10]1[O:14][N:13]=[C:12]([C:15]2[CH:20]=[CH:19][CH:18]=[CH:17][CH:16]=2)[CH:11]=1.[CH2:35](N(CC)CC)C. The catalyst class is: 22. Product: [NH2:3][C:4]1[N:5]=[CH:6][C:7]([C:21]2[CH:26]=[CH:25][N:24]=[C:23]([C:27]3([C:33]#[N:34])[CH2:32][CH2:31][CH2:30][N:29]([CH3:35])[CH2:28]3)[CH:22]=2)=[N:8][C:9]=1[C:10]1[O:14][N:13]=[C:12]([C:15]2[CH:20]=[CH:19][CH:18]=[CH:17][CH:16]=2)[CH:11]=1. (2) Reactant: [CH3:1][C:2]1[N:7]=[CH:6][C:5]([CH2:8]O)=[CH:4][N:3]=1.C1(C)C=CC=CC=1.C1C=CC(OP(OC2C=CC=CC=2)([N:26]=[N+:27]=[N-:28])=O)=CC=1.N12CCCN=C1CCCCC2. Product: [N:26]([CH2:8][C:5]1[CH:4]=[N:3][C:2]([CH3:1])=[N:7][CH:6]=1)=[N+:27]=[N-:28]. The catalyst class is: 232. (3) Reactant: Br[C:2]1[CH:7]=[CH:6][CH:5]=[CH:4][C:3]=1[C:8]1[CH:13]=[CH:12][CH:11]=[CH:10][CH:9]=1.II.[Mg].Cl[P:18]([C:23]([CH3:26])([CH3:25])[CH3:24])[C:19]([CH3:22])([CH3:21])[CH3:20]. The catalyst class is: 1. Product: [C:19]([P:18]([C:23]([CH3:26])([CH3:25])[CH3:24])[C:2]1[CH:7]=[CH:6][CH:5]=[CH:4][C:3]=1[C:8]1[CH:13]=[CH:12][CH:11]=[CH:10][CH:9]=1)([CH3:22])([CH3:21])[CH3:20]. (4) Reactant: [F:1][C:2]1[CH:23]=[CH:22][C:5]([CH2:6][N:7]2[CH2:20][CH2:19][C:11]3[CH:12]=[C:13]4[C:17](=[CH:18][C:10]=3[NH:9][C:8]2=[O:21])[NH:16][N:15]=[CH:14]4)=[CH:4][CH:3]=1.[OH-].[K+].C1C(=O)N([I:33])C(=O)C1.O. Product: [F:1][C:2]1[CH:23]=[CH:22][C:5]([CH2:6][N:7]2[CH2:20][CH2:19][C:11]3[CH:12]=[C:13]4[C:17](=[CH:18][C:10]=3[NH:9][C:8]2=[O:21])[NH:16][N:15]=[C:14]4[I:33])=[CH:4][CH:3]=1. The catalyst class is: 3. (5) Reactant: O=[C:2]1[CH2:11][N:10]2[C@H:12]3[CH2:17][CH2:16][N:15]([C:18]([O:20][CH2:21][CH3:22])=[O:19])[CH2:14][C@H:13]3[C:8]3[C:9]2=C([CH:5]=[CH:6][CH:7]=3)N1.[H-].[Na+].[CH3:25]I.[CH3:27][N:28]([CH:30]=[O:31])[CH3:29]. Product: [CH3:25][C:11]1([CH3:2])[N:10]2[C:12]3[CH2:17][CH2:16][N:15]([C:18]([O:20][CH2:21][CH3:22])=[O:19])[CH2:14][C:13]=3[C:8]3[C:9]2=[C:27]([CH:5]=[CH:6][CH:7]=3)[N:28]([CH3:29])[C:30]1=[O:31]. The catalyst class is: 6. (6) Reactant: [CH2:1]([O:8][C:9]([NH:11][CH2:12][C:13]([N:15]1[CH2:20][C@@H:19]2[CH2:21][C@H:16]1[CH2:17][N:18]2[C:22]([O:24][C:25]([CH3:28])([CH3:27])[CH3:26])=[O:23])=O)=[O:10])[C:2]1[CH:7]=[CH:6][CH:5]=[CH:4][CH:3]=1.[H-].[Al+3].[Li+].[H-].[H-].[H-]. Product: [CH2:1]([O:8][C:9]([NH:11][CH2:12][CH2:13][N:15]1[CH2:20][C@@H:19]2[CH2:21][C@H:16]1[CH2:17][N:18]2[C:22]([O:24][C:25]([CH3:28])([CH3:27])[CH3:26])=[O:23])=[O:10])[C:2]1[CH:3]=[CH:4][CH:5]=[CH:6][CH:7]=1. The catalyst class is: 1. (7) Reactant: [C:1]([OH:9])(=[O:8])[C:2]1[CH:7]=[CH:6][CH:5]=[CH:4][CH:3]=1.[CH:10]([NH:13][CH:14]1[CH2:19][CH2:18][N:17]([CH2:20][C:21]2[CH:22]=[N:23][CH:24]=[CH:25][C:26]=2[O:27][CH3:28])[CH2:16][CH2:15]1)([CH3:12])[CH3:11]. The catalyst class is: 282. Product: [C:1]([OH:9])(=[O:8])[C:2]1[CH:7]=[CH:6][CH:5]=[CH:4][CH:3]=1.[CH:10]([NH:13][CH:14]1[CH2:15][CH2:16][N:17]([CH2:20][C:21]2[CH:22]=[N:23][CH:24]=[CH:25][C:26]=2[O:27][CH3:28])[CH2:18][CH2:19]1)([CH3:12])[CH3:11].